From a dataset of NCI-60 drug combinations with 297,098 pairs across 59 cell lines. Regression. Given two drug SMILES strings and cell line genomic features, predict the synergy score measuring deviation from expected non-interaction effect. Drug 1: CN(C(=O)NC(C=O)C(C(C(CO)O)O)O)N=O. Drug 2: C1C(C(OC1N2C=NC(=NC2=O)N)CO)O. Cell line: U251. Synergy scores: CSS=-14.3, Synergy_ZIP=6.52, Synergy_Bliss=3.61, Synergy_Loewe=-29.9, Synergy_HSA=-20.2.